From a dataset of Forward reaction prediction with 1.9M reactions from USPTO patents (1976-2016). Predict the product of the given reaction. (1) Given the reactants [C:1]([C@@:3]1([OH:19])[C@H:7]([OH:8])[C@@H:6]([CH2:9][OH:10])[O:5][C@H:4]1[N:11]1[CH:16]=[CH:15][C:14](=[O:17])[NH:13][C:12]1=[O:18])#[CH:2].C([Mg]Cl)(C)(C)C.[Cl:26][C:27]1[CH:60]=[CH:59][C:30]([O:31][P:32]([NH:46][C@@H:47]([CH3:58])[C:48]([O:50][CH2:51][C:52]2[CH:57]=[CH:56][CH:55]=[CH:54][CH:53]=2)=[O:49])(OC2C(F)=C(F)C(F)=C(F)C=2F)=[O:33])=[CH:29][CH:28]=1, predict the reaction product. The product is: [Cl:26][C:27]1[CH:28]=[CH:29][C:30]([O:31][P:32]([NH:46][C@@H:47]([CH3:58])[C:48]([O:50][CH2:51][C:52]2[CH:53]=[CH:54][CH:55]=[CH:56][CH:57]=2)=[O:49])([O:10][CH2:9][C@@H:6]2[C@@H:7]([OH:8])[C@@:3]([C:1]#[CH:2])([OH:19])[C@H:4]([N:11]3[CH:16]=[CH:15][C:14](=[O:17])[NH:13][C:12]3=[O:18])[O:5]2)=[O:33])=[CH:59][CH:60]=1. (2) Given the reactants [CH3:1][O:2][C:3]1[CH:8]=[CH:7][C:6]([C:9]2[C:14]([CH3:15])=[C:13]([C:16]([F:19])([F:18])[F:17])[N:12]3[N:20]=[CH:21][C:22]([C:23](O)=[O:24])=[C:11]3[N:10]=2)=[CH:5][CH:4]=1.CN(C(ON1N=NC2C=CC=NC1=2)=[N+](C)C)C.F[P-](F)(F)(F)(F)F.CCN(C(C)C)C(C)C.[CH3:59][C@H:60]1[NH:65][CH2:64][CH2:63][N:62]([C:66]([O:68][C:69]([CH3:72])([CH3:71])[CH3:70])=[O:67])[CH2:61]1, predict the reaction product. The product is: [CH3:1][O:2][C:3]1[CH:8]=[CH:7][C:6]([C:9]2[C:14]([CH3:15])=[C:13]([C:16]([F:19])([F:17])[F:18])[N:12]3[N:20]=[CH:21][C:22]([C:23]([N:65]4[CH2:64][CH2:63][N:62]([C:66]([O:68][C:69]([CH3:72])([CH3:71])[CH3:70])=[O:67])[CH2:61][C@H:60]4[CH3:59])=[O:24])=[C:11]3[N:10]=2)=[CH:5][CH:4]=1. (3) Given the reactants [NH2:1][CH:2]1[C:7](=[O:8])[N:6]2[CH:9]([CH2:17][C:18]3[CH:23]=[CH:22][C:21]([Cl:24])=[CH:20][CH:19]=3)[C:10](=[O:16])[N:11]([CH:13]([CH3:15])[CH3:14])[CH2:12][CH:5]2[N:4]([S:25]([C:28]2[CH:33]=[C:32]([Cl:34])[CH:31]=[CH:30][C:29]=2[O:35][CH3:36])(=[O:27])=[O:26])[CH2:3]1.[CH3:37][C:38]([CH3:40])=O.C([BH3-])#N.[Na+], predict the reaction product. The product is: [Cl:24][C:21]1[CH:22]=[CH:23][C:18]([CH2:17][CH:9]2[N:6]3[C:7](=[O:8])[CH:2]([NH:1][CH:38]([CH3:40])[CH3:37])[CH2:3][N:4]([S:25]([C:28]4[CH:33]=[C:32]([Cl:34])[CH:31]=[CH:30][C:29]=4[O:35][CH3:36])(=[O:27])=[O:26])[CH:5]3[CH2:12][N:11]([CH:13]([CH3:14])[CH3:15])[C:10]2=[O:16])=[CH:19][CH:20]=1. (4) Given the reactants [CH3:1][O:2][CH:3]([O:19][CH3:20])[C@@:4]1([CH3:18])[C@@H:9]2[O:10][C@@H:8]2[C:7]2[CH:11]=[C:12]([N+:15]([O-:17])=[O:16])[CH:13]=[CH:14][C:6]=2[O:5]1.[Cl:21]([C:24]1[CH:25]=[C:26]([NH:30][CH2:31][C:32]2[NH:33][CH:34]=[CH:35][N:36]=2)[CH:27]=[CH:28][CH:29]=1)(=O)=O, predict the reaction product. The product is: [CH3:1][O:2][CH:3]([O:19][CH3:20])[C@@:4]1([CH3:18])[C@H:9]([OH:10])[C@@H:8]([N:30]([C:26]2[CH:27]=[CH:28][CH:29]=[C:24]([Cl:21])[CH:25]=2)[CH2:31][C:32]2[NH:33][CH:34]=[CH:35][N:36]=2)[C:7]2[CH:11]=[C:12]([N+:15]([O-:17])=[O:16])[CH:13]=[CH:14][C:6]=2[O:5]1. (5) Given the reactants [C:1]([N:9]1[C:17]2[C:12](=[CH:13][CH:14]=[CH:15][CH:16]=2)[C:11]([C:18]([O:20]C(C)(C)C)=[O:19])=[C:10]1[CH3:25])(=[O:8])[C:2]1[CH:7]=[CH:6][CH:5]=[CH:4][CH:3]=1.O.[OH-].[Li+].O1CCCC1.CO, predict the reaction product. The product is: [C:1]([N:9]1[C:17]2[C:12](=[CH:13][CH:14]=[CH:15][CH:16]=2)[C:11]([C:18]([OH:20])=[O:19])=[C:10]1[CH3:25])(=[O:8])[C:2]1[CH:3]=[CH:4][CH:5]=[CH:6][CH:7]=1. (6) Given the reactants [CH3:1][C:2]([O:5][C:6]([N:8]1[CH2:13][CH2:12][CH:11]([C:14]([OH:16])=O)[CH2:10][CH2:9]1)=[O:7])([CH3:4])[CH3:3].C(N1C=CN=C1)(N1C=CN=C1)=O.[C:29]([C:31]1[CH:36]=[CH:35][C:34]([N:37]([CH2:43][C:44]([F:47])([F:46])[F:45])[CH2:38][C:39](=[NH:42])[NH:40]O)=[CH:33][C:32]=1[C:48]([F:51])([F:50])[F:49])#[N:30], predict the reaction product. The product is: [C:29]([C:31]1[CH:36]=[CH:35][C:34]([N:37]([CH2:38][C:39]2[N:42]=[C:14]([CH:11]3[CH2:10][CH2:9][N:8]([C:6]([O:5][C:2]([CH3:1])([CH3:3])[CH3:4])=[O:7])[CH2:13][CH2:12]3)[O:16][N:40]=2)[CH2:43][C:44]([F:46])([F:47])[F:45])=[CH:33][C:32]=1[C:48]([F:49])([F:50])[F:51])#[N:30]. (7) Given the reactants [H-].[Al+3].[Li+].[H-].[H-].[H-].[CH2:7]([N:11]([CH2:49][CH:50]([CH3:52])[CH3:51])[C:12]([C:14]1[CH:48]=[CH:47][C:17]2[N:18]([CH2:34][CH2:35][CH2:36][N:37]([CH3:46])[CH2:38][CH2:39][C:40]3[CH:45]=[CH:44][CH:43]=[CH:42][N:41]=3)[C:19]([NH:21][C:22]3[CH:27]=[C:26]([O:28][CH3:29])[C:25]([O:30][CH3:31])=[C:24]([O:32][CH3:33])[CH:23]=3)=[N:20][C:16]=2[CH:15]=1)=O)[CH:8]([CH3:10])[CH3:9].C(OCC)(=O)C, predict the reaction product. The product is: [CH2:7]([N:11]([CH2:12][C:14]1[CH:48]=[CH:47][C:17]2[N:18]([CH2:34][CH2:35][CH2:36][N:37]([CH3:46])[CH2:38][CH2:39][C:40]3[CH:45]=[CH:44][CH:43]=[CH:42][N:41]=3)[C:19]([NH:21][C:22]3[CH:23]=[C:24]([O:32][CH3:33])[C:25]([O:30][CH3:31])=[C:26]([O:28][CH3:29])[CH:27]=3)=[N:20][C:16]=2[CH:15]=1)[CH2:49][CH:50]([CH3:51])[CH3:52])[CH:8]([CH3:10])[CH3:9]. (8) The product is: [C:1]([C:5]1[CH:10]=[CH:9][C:8]([S:11]([NH:15][CH2:16][C:17]2[CH:18]=[C:19]([CH:23]=[CH:24][CH:25]=2)[C:20]([OH:22])=[O:21])(=[O:13])=[O:12])=[CH:7][CH:6]=1)([CH3:4])([CH3:3])[CH3:2]. Given the reactants [C:1]([C:5]1[CH:10]=[CH:9][C:8]([S:11](Cl)(=[O:13])=[O:12])=[CH:7][CH:6]=1)([CH3:4])([CH3:3])[CH3:2].[NH2:15][CH2:16][C:17]1[CH:18]=[C:19]([CH:23]=[CH:24][CH:25]=1)[C:20]([OH:22])=[O:21].Cl, predict the reaction product. (9) The product is: [CH3:3][O:4][C:5]1[CH:6]=[CH:7][C:8]([C:11]2[CH:16]=[CH:15][C:14]([C:17]([OH:19])=[O:18])=[C:13]([N+:21]([O-:23])=[O:22])[CH:12]=2)=[CH:9][CH:10]=1. Given the reactants [OH-].[Li+].[CH3:3][O:4][C:5]1[CH:10]=[CH:9][C:8]([C:11]2[CH:16]=[CH:15][C:14]([C:17]([O:19]C)=[O:18])=[C:13]([N+:21]([O-:23])=[O:22])[CH:12]=2)=[CH:7][CH:6]=1.CO.O, predict the reaction product. (10) The product is: [CH:1]1([NH:6][C:7]2[N:12]3[N:13]=[C:14]([C:23]4[CH:28]=[CH:27][C:26]([O:29][CH3:30])=[CH:25][CH:24]=4)[C:15]([C:16]4[CH:17]=[CH:18][N:40]=[C:38]([NH:37][CH:32]5[CH2:36][CH2:35][CH2:34][CH2:33]5)[N:39]=4)=[C:11]3[CH:10]=[CH:9][CH:8]=2)[CH2:2][CH2:3][CH2:4][CH2:5]1. Given the reactants [CH:1]1([NH:6][C:7]2[N:12]3[N:13]=[C:14]([C:23]4[CH:28]=[CH:27][C:26]([O:29][CH3:30])=[CH:25][CH:24]=4)[C:15]([C:16](=O)/[CH:17]=[CH:18]/N(C)C)=[C:11]3[CH:10]=[CH:9][CH:8]=2)[CH2:5][CH2:4][CH2:3][CH2:2]1.Cl.[CH:32]1([NH:37][C:38]([NH2:40])=[NH:39])[CH2:36][CH2:35][CH2:34][CH2:33]1.C(=O)([O-])[O-].[K+].[K+].O, predict the reaction product.